This data is from Full USPTO retrosynthesis dataset with 1.9M reactions from patents (1976-2016). The task is: Predict the reactants needed to synthesize the given product. (1) Given the product [C:6]([C:5]1[C:4]([CH3:13])=[CH:3][C:2]([O:1][CH2:21][C:22]([O:24][C:25]([CH3:28])([CH3:27])[CH3:26])=[O:23])=[C:9]([CH:10]([CH3:11])[CH3:12])[CH:8]=1)#[N:7], predict the reactants needed to synthesize it. The reactants are: [OH:1][C:2]1[C:9]([CH:10]([CH3:12])[CH3:11])=[CH:8][C:5]([C:6]#[N:7])=[C:4]([CH3:13])[CH:3]=1.C(=O)([O-])[O-].[K+].[K+].Br[CH2:21][C:22]([O:24][C:25]([CH3:28])([CH3:27])[CH3:26])=[O:23]. (2) Given the product [Cl:1][C:2]1[C:3]2[N:4]([C:23]([CH2:24][CH:25]3[CH2:27][CH2:26]3)=[N:22][N:21]=2)[CH:5]=[N:6][C:7]=1[N:8]1[CH2:13][CH2:12][CH:11]([C:14]2[CH:19]=[CH:18][CH:17]=[CH:16][C:15]=2[F:20])[CH2:10][CH2:9]1, predict the reactants needed to synthesize it. The reactants are: [Cl:1][C:2]1[C:3]([NH:21][NH:22][C:23](=O)[CH2:24][CH:25]2[CH2:27][CH2:26]2)=[N:4][CH:5]=[N:6][C:7]=1[N:8]1[CH2:13][CH2:12][CH:11]([C:14]2[CH:19]=[CH:18][CH:17]=[CH:16][C:15]=2[F:20])[CH2:10][CH2:9]1.C1(P(C2C=CC=CC=2)C2C=CC=CC=2)C=CC=CC=1.N([Si](C)(C)C)=[N+]=[N-].CCOC(/N=N/C(OCC)=O)=O.C1(C)C=CC=CC=1. (3) Given the product [ClH:24].[CH3:1][C@@H:2]([O:5][C:6]1[CH:7]=[CH:8][C:9]2[CH2:10][NH:11][CH2:12][CH2:13][O:14][C:15]=2[N:16]=1)[CH2:3][CH3:4], predict the reactants needed to synthesize it. The reactants are: [CH3:1][C@@H:2]([O:5][C:6]1[CH:7]=[CH:8][C:9]2[CH2:10][N:11](C(OC(C)(C)C)=O)[CH2:12][CH2:13][O:14][C:15]=2[N:16]=1)[CH2:3][CH3:4].[ClH:24].C(OCC)(=O)C. (4) Given the product [F:35][CH2:34][CH2:33][CH2:32][O:13][C:10]1[N:11]=[CH:12][C:7]([C:6]2[CH:5]=[CH:4][N:3]3[C:14]4[CH:20]=[CH:19][CH:18]=[CH:17][C:15]=4[N:16]=[C:2]3[N:1]=2)=[CH:8][CH:9]=1, predict the reactants needed to synthesize it. The reactants are: [N:1]1[C:2]2[N:3]([C:14]3[CH:20]=[CH:19][CH:18]=[CH:17][C:15]=3[N:16]=2)[CH:4]=[CH:5][C:6]=1[C:7]1[CH:8]=[CH:9][C:10]([OH:13])=[N:11][CH:12]=1.CC1C=CC(S(O[CH2:32][CH2:33][CH2:34][F:35])(=O)=O)=CC=1.C([O-])([O-])=O.[Cs+].[Cs+]. (5) Given the product [C:1]([C:5]1[N:6]([CH3:17])[C:7]2[C:12]([CH:13]=1)=[CH:11][C:10]([NH2:14])=[CH:9][CH:8]=2)([CH3:4])([CH3:2])[CH3:3], predict the reactants needed to synthesize it. The reactants are: [C:1]([C:5]1[N:6]([CH3:17])[C:7]2[C:12]([CH:13]=1)=[CH:11][C:10]([N+:14]([O-])=O)=[CH:9][CH:8]=2)([CH3:4])([CH3:3])[CH3:2]. (6) Given the product [CH3:50][O:49][N:48]([CH3:47])[C:12]([CH:10]1[CH2:9][N:8]([C:6]([O:5][C:1]([CH3:2])([CH3:3])[CH3:4])=[O:7])[CH2:11]1)=[O:14], predict the reactants needed to synthesize it. The reactants are: [C:1]([O:5][C:6]([N:8]1[CH2:11][CH:10]([C:12]([OH:14])=O)[CH2:9]1)=[O:7])([CH3:4])([CH3:3])[CH3:2].CCN=C=NCCCN(C)C.Cl.C1C=CC2N(O)N=NC=2C=1.C(N(CC)C(C)C)(C)C.Cl.[CH3:47][NH:48][O:49][CH3:50]. (7) Given the product [CH2:31]([O:38][C:39]1[CH:40]=[CH:41][C:42]([C:43]2[NH:8][C:7]3[CH:6]=[C:5]([CH:11]4[CH2:12][CH2:13][N:14]([C:17]([O:19][C:20]([CH3:23])([CH3:22])[CH3:21])=[O:18])[CH2:15][CH2:16]4)[CH:4]=[C:3]([CH3:24])[C:2]=3[N:1]=2)=[CH:45][CH:46]=1)[C:32]1[CH:33]=[CH:34][CH:35]=[CH:36][CH:37]=1, predict the reactants needed to synthesize it. The reactants are: [NH2:1][C:2]1[C:7]([N+:8]([O-])=O)=[CH:6][C:5]([C:11]2[CH2:12][CH2:13][N:14]([C:17]([O:19][C:20]([CH3:23])([CH3:22])[CH3:21])=[O:18])[CH2:15][CH:16]=2)=[CH:4][C:3]=1[CH3:24].CCOC(C)=O.[CH2:31]([O:38][C:39]1[CH:46]=[CH:45][C:42]([CH:43]=O)=[CH:41][CH:40]=1)[C:32]1[CH:37]=[CH:36][CH:35]=[CH:34][CH:33]=1.CO.CCOC(C)=O. (8) The reactants are: [CH2:1]([S:5](Cl)(=[O:7])=[O:6])[CH2:2][CH2:3][CH3:4].[CH2:9]([N:16]1[CH2:23][CH:22]2[CH2:24][CH:18]([CH2:19][NH:20][CH2:21]2)[CH2:17]1)[C:10]1[CH:15]=[CH:14][CH:13]=[CH:12][CH:11]=1.C([O-])([O-])=O.[K+].[K+]. Given the product [CH2:9]([N:16]1[CH2:17][CH:18]2[CH2:24][CH:22]([CH2:21][N:20]([S:5]([CH2:1][CH2:2][CH2:3][CH3:4])(=[O:7])=[O:6])[CH2:19]2)[CH2:23]1)[C:10]1[CH:15]=[CH:14][CH:13]=[CH:12][CH:11]=1, predict the reactants needed to synthesize it. (9) Given the product [C:4]1([CH2:3][C:2]([OH:1])=[O:14])([CH2:5][C:6]([NH2:7])=[O:8])[CH2:13][CH2:12][CH2:11][CH2:10][CH2:9]1, predict the reactants needed to synthesize it. The reactants are: [O:1]=[C:2]1[NH:7][C:6](=[O:8])[CH2:5][C:4]2([CH2:13][CH2:12][CH2:11][CH2:10][CH2:9]2)[CH2:3]1.[OH-:14].[Na+].Cl.